This data is from NCI-60 drug combinations with 297,098 pairs across 59 cell lines. The task is: Regression. Given two drug SMILES strings and cell line genomic features, predict the synergy score measuring deviation from expected non-interaction effect. Drug 1: CC12CCC3C(C1CCC2=O)CC(=C)C4=CC(=O)C=CC34C. Drug 2: CCC(=C(C1=CC=CC=C1)C2=CC=C(C=C2)OCCN(C)C)C3=CC=CC=C3.C(C(=O)O)C(CC(=O)O)(C(=O)O)O. Cell line: UACC62. Synergy scores: CSS=15.4, Synergy_ZIP=-0.601, Synergy_Bliss=-1.95, Synergy_Loewe=-0.782, Synergy_HSA=-1.54.